This data is from Forward reaction prediction with 1.9M reactions from USPTO patents (1976-2016). The task is: Predict the product of the given reaction. (1) Given the reactants [N+:1]([C:4]1[CH:9]=[CH:8][C:7]([C:10]([C:12]2[N:13]([CH3:17])[CH:14]=[CH:15][CH:16]=2)=[O:11])=[CH:6][CH:5]=1)([O-])=O.[Sn](Cl)(Cl)(Cl)Cl, predict the reaction product. The product is: [NH2:1][C:4]1[CH:9]=[CH:8][C:7]([C:10]([C:12]2[N:13]([CH3:17])[CH:14]=[CH:15][CH:16]=2)=[O:11])=[CH:6][CH:5]=1. (2) Given the reactants [CH:1]1([C:5]([OH:7])=[O:6])[CH2:4][CH2:3][CH2:2]1.Br[CH2:9][CH:10]1[CH2:12][CH2:11]1, predict the reaction product. The product is: [CH:10]1([CH2:9][C:1]2([C:5]([OH:7])=[O:6])[CH2:4][CH2:3][CH2:2]2)[CH2:12][CH2:11]1. (3) Given the reactants CS([C:4]1[N:9]=[CH:8][C:7]2=[CH:10][CH:11]=[C:12]([C:13]3[CH:18]=[CH:17][CH:16]=[CH:15][C:14]=3[O:19][CH3:20])[N:6]2[N:5]=1)=O.C(N(CC)C(C)C)(C)C.[NH2:30][C:31]1[CH:32]=[C:33]([N:37]2[CH2:42][CH2:41][N:40]([CH2:43][C:44]([CH3:47])([OH:46])[CH3:45])[CH2:39][CH2:38]2)[CH:34]=[CH:35][CH:36]=1, predict the reaction product. The product is: [CH3:20][O:19][C:14]1[CH:15]=[CH:16][CH:17]=[CH:18][C:13]=1[C:12]1[N:6]2[C:7]([CH:8]=[N:9][C:4]([NH:30][C:31]3[CH:32]=[C:33]([N:37]4[CH2:38][CH2:39][N:40]([CH2:43][C:44]([CH3:47])([OH:46])[CH3:45])[CH2:41][CH2:42]4)[CH:34]=[CH:35][CH:36]=3)=[N:5]2)=[CH:10][CH:11]=1. (4) The product is: [O:23]=[CH:2][CH2:1][O:4][C:5]1([C:18]([O:20][CH3:21])=[O:19])[CH2:10][CH2:9][N:8]([C:11]([O:13][C:14]([CH3:17])([CH3:16])[CH3:15])=[O:12])[CH2:7][CH2:6]1. Given the reactants [CH2:1]([O:4][C:5]1([C:18]([O:20][CH3:21])=[O:19])[CH2:10][CH2:9][N:8]([C:11]([O:13][C:14]([CH3:17])([CH3:16])[CH3:15])=[O:12])[CH2:7][CH2:6]1)[CH:2]=C.I([O-])(=O)(=O)=[O:23].[Na+], predict the reaction product. (5) Given the reactants [CH3:1][O:2][C:3]([NH:5][C@H:6]([C:20]([NH:22][CH2:23][CH2:24][CH:25]([F:34])[CH2:26][C@@H:27]([C:29]([O:31][CH2:32][CH3:33])=[O:30])[NH2:28])=[O:21])[CH:7]([C:14]1[CH:19]=[CH:18][CH:17]=[CH:16][CH:15]=1)[C:8]1[CH:13]=[CH:12][CH:11]=[CH:10][CH:9]=1)=[O:4].[N+:35]([C:38]1[CH:43]=[CH:42][C:41]([S:44](Cl)(=[O:46])=[O:45])=[CH:40][CH:39]=1)([O-:37])=[O:36], predict the reaction product. The product is: [CH3:1][O:2][C:3]([NH:5][C@H:6]([C:20]([NH:22][CH2:23][CH2:24][CH:25]([F:34])[CH2:26][C@@H:27]([C:29]([O:31][CH2:32][CH3:33])=[O:30])[NH:28][S:44]([C:41]1[CH:40]=[CH:39][C:38]([N+:35]([O-:37])=[O:36])=[CH:43][CH:42]=1)(=[O:45])=[O:46])=[O:21])[CH:7]([C:14]1[CH:15]=[CH:16][CH:17]=[CH:18][CH:19]=1)[C:8]1[CH:13]=[CH:12][CH:11]=[CH:10][CH:9]=1)=[O:4].